From a dataset of Reaction yield outcomes from USPTO patents with 853,638 reactions. Predict the reaction yield, written as a fraction of the theoretical maximum amount of product (1.0 means a 100% yield; for example, 0.34 means a 34% yield). (1) The reactants are [F:1][C:2]1[CH:3]=[C:4]([C@H:9]2[CH2:13][CH2:12][CH2:11][N:10]2[C:14]2[CH:19]=[CH:18][N:17]3[N:20]=[CH:21][C:22]([C:23]([O:25][CH2:26][CH3:27])=[O:24])=[C:16]3[N:15]=2)[C:5](=[O:8])[NH:6][CH:7]=1.[H-].[Li+].[CH3:30]I. The catalyst is CN(C=O)C. The product is [F:1][C:2]1[CH:3]=[C:4]([C@H:9]2[CH2:13][CH2:12][CH2:11][N:10]2[C:14]2[CH:19]=[CH:18][N:17]3[N:20]=[CH:21][C:22]([C:23]([O:25][CH2:26][CH3:27])=[O:24])=[C:16]3[N:15]=2)[C:5](=[O:8])[N:6]([CH3:30])[CH:7]=1. The yield is 0.850. (2) The yield is 0.600. The product is [CH:23]1([N:20]2[C:19](=[O:28])[N:18]([CH3:29])[C:17]3[C:21]2=[N:22][C:14]([NH:30][C:31]2[CH:40]=[CH:39][C:34]([C:35]([OH:37])=[O:36])=[CH:33][C:32]=2[O:41][CH3:42])=[N:15][CH:16]=3)[CH2:27][CH2:26][CH2:25][CH2:24]1. The reactants are O.C1(C)C=CC(S(O)(=O)=O)=CC=1.Cl[C:14]1[N:22]=[C:21]2[C:17]([N:18]([CH3:29])[C:19](=[O:28])[N:20]2[CH:23]2[CH2:27][CH2:26][CH2:25][CH2:24]2)=[CH:16][N:15]=1.[NH2:30][C:31]1[CH:40]=[CH:39][C:34]([C:35]([O:37]C)=[O:36])=[CH:33][C:32]=1[O:41][CH3:42]. The catalyst is CC(C)CC(O)C.[OH-].[Na+]. (3) The reactants are Br[C:2]1[CH:7]=[CH:6][C:5]([C:8](=[O:17])[CH2:9][C:10]([CH3:16])([CH3:15])[C:11]([O:13][CH3:14])=[O:12])=[CH:4][CH:3]=1.B1(B2OC(C)(C)C(C)(C)O2)OC(C)(C)C(C)(C)O1.C([O-])(=O)C.[K+].Cl[C:42]1[CH:43]=[CH:44][C:45]([N+:50]([O-:52])=[O:51])=[C:46]([O:48][CH3:49])[CH:47]=1.C(=O)([O-])[O-].[Cs+].[Cs+]. The catalyst is CN(C)C=O.C([O-])(=O)C.[Pd+2].C([O-])(=O)C.O. The product is [CH3:49][O:48][C:46]1[CH:47]=[C:42]([C:2]2[CH:7]=[CH:6][C:5]([C:8](=[O:17])[CH2:9][C:10]([CH3:16])([CH3:15])[C:11]([O:13][CH3:14])=[O:12])=[CH:4][CH:3]=2)[CH:43]=[CH:44][C:45]=1[N+:50]([O-:52])=[O:51]. The yield is 0.480. (4) The reactants are [Br:1][C:2]1[CH:3]=[C:4]([N:11]2[C:15]3=[N:16][CH:17]=[CH:18][CH:19]=[C:14]3[C:13]([C:20]([O:22][CH3:23])=[O:21])=[N:12]2)[CH:5]=[C:6]([C:8](=O)[NH2:9])[CH:7]=1.[OH-].C([N+](CC)(CC)S(NC(=O)OC)(=O)=O)C. The catalyst is ClCCl. The product is [Br:1][C:2]1[CH:3]=[C:4]([N:11]2[C:15]3=[N:16][CH:17]=[CH:18][CH:19]=[C:14]3[C:13]([C:20]([O:22][CH3:23])=[O:21])=[N:12]2)[CH:5]=[C:6]([C:8]#[N:9])[CH:7]=1. The yield is 0.610. (5) The product is [CH3:7][C:6]1[O:5][C:4]([C:8]([O:10][CH3:11])=[O:9])=[CH:3][C:2]=1[C:23]1[N:19]([CH3:18])[N:20]=[CH:21][CH:22]=1. The reactants are Br[C:2]1[CH:3]=[C:4]([C:8]([O:10][CH3:11])=[O:9])[O:5][C:6]=1[CH3:7].C(=O)([O-])[O-].[K+].[K+].[CH3:18][N:19]1[C:23](B2OC(C)(C)C(C)(C)O2)=[CH:22][CH:21]=[N:20]1. The catalyst is O1CCOCC1.O.CC(C)([P](C(C)(C)C)([Pd][P](C(C)(C)C)(C(C)(C)C)C(C)(C)C)C(C)(C)C)C. The yield is 0.810. (6) The reactants are [N+:1]([C:4]1[CH:5]=[C:6]([S:10](Cl)(=[O:12])=[O:11])[CH:7]=[CH:8][CH:9]=1)([O-:3])=[O:2].C(OC(C)C)(=O)C.[F:21][CH:22]([F:25])[CH2:23][OH:24].C(N(CC)CC)C. No catalyst specified. The product is [N+:1]([C:4]1[CH:5]=[C:6]([S:10]([O:24][CH2:23][CH:22]([F:25])[F:21])(=[O:12])=[O:11])[CH:7]=[CH:8][CH:9]=1)([O-:3])=[O:2]. The yield is 0.970.